This data is from Forward reaction prediction with 1.9M reactions from USPTO patents (1976-2016). The task is: Predict the product of the given reaction. Given the reactants [H-].[Na+].[CH3:3][O:4][C:5]1[N:10]=[N:9][C:8]([N:11]2[C:15]([C:16]3[CH:21]=[CH:20][CH:19]=[CH:18][N:17]=3)=[CH:14][C:13]([C:22]([N:24]3[CH2:28][CH2:27][CH2:26][NH:25]3)=[O:23])=[N:12]2)=[CH:7][CH:6]=1.[CH3:29]I.O, predict the reaction product. The product is: [CH3:3][O:4][C:5]1[N:10]=[N:9][C:8]([N:11]2[C:15]([C:16]3[CH:21]=[CH:20][CH:19]=[CH:18][N:17]=3)=[CH:14][C:13]([C:22]([N:24]3[CH2:28][CH2:27][CH2:26][N:25]3[CH3:29])=[O:23])=[N:12]2)=[CH:7][CH:6]=1.